From a dataset of Catalyst prediction with 721,799 reactions and 888 catalyst types from USPTO. Predict which catalyst facilitates the given reaction. Reactant: [NH2:1][C:2]1[CH:7]=[CH:6][C:5]([N+:8]([O-:10])=[O:9])=[CH:4][N:3]=1.C[Si]([N-][Si](C)(C)C)(C)C.[Na+].[C:21](O[C:21]([O:23][C:24]([CH3:27])([CH3:26])[CH3:25])=[O:22])([O:23][C:24]([CH3:27])([CH3:26])[CH3:25])=[O:22].O. Product: [C:24]([O:23][C:21](=[O:22])[NH:1][C:2]1[CH:7]=[CH:6][C:5]([N+:8]([O-:10])=[O:9])=[CH:4][N:3]=1)([CH3:27])([CH3:26])[CH3:25]. The catalyst class is: 1.